This data is from Reaction yield outcomes from USPTO patents with 853,638 reactions. The task is: Predict the reaction yield, written as a fraction of the theoretical maximum amount of product (1.0 means a 100% yield; for example, 0.34 means a 34% yield). (1) The reactants are [F:1][C:2]1[CH:3]=[C:4]([NH:9][C:10]([C:12]2[NH:13][C:14]3[C:19]([CH:20]=2)=[CH:18][C:17]([C:21]2[CH:22]=[N:23][CH:24]=[CH:25][CH:26]=2)=[CH:16][CH:15]=3)=[O:11])[CH:5]=[C:6]([F:8])[CH:7]=1.[CH3:27][O:28][C:29](=[O:32])[CH2:30]Br. The catalyst is C(OCC)(=O)C. The product is [CH3:27][O:28][C:29](=[O:32])[CH2:30][N:23]1[CH2:24][CH2:25][CH2:26][CH:21]([C:17]2[CH:18]=[C:19]3[C:14](=[CH:15][CH:16]=2)[NH:13][C:12]([C:10](=[O:11])[NH:9][C:4]2[CH:5]=[C:6]([F:8])[CH:7]=[C:2]([F:1])[CH:3]=2)=[CH:20]3)[CH2:22]1. The yield is 0.0800. (2) The yield is 0.900. The catalyst is ClCCCl.CCCCC. The product is [CH3:1][O:2][C:3]([C:5]1[C:13]2[C:8](=[N:9][CH:10]=[C:11]([Br:14])[CH:12]=2)[N:7]([S:15]([C:18]2[CH:23]=[CH:22][CH:21]=[CH:20][CH:19]=2)(=[O:17])=[O:16])[C:6]=1[CH2:24][Br:32])=[O:4]. The reactants are [CH3:1][O:2][C:3]([C:5]1[C:13]2[C:8](=[N:9][CH:10]=[C:11]([Br:14])[CH:12]=2)[N:7]([S:15]([C:18]2[CH:23]=[CH:22][CH:21]=[CH:20][CH:19]=2)(=[O:17])=[O:16])[C:6]=1[CH3:24])=[O:4].C1C(=O)N([Br:32])C(=O)C1.CC(N=NC(C#N)(C)C)(C#N)C. (3) The reactants are [C:1]([S:4][CH2:5][CH2:6][CH:7]1[CH2:12][CH2:11][N:10](C(OC(C)(C)C)=O)[CH2:9][CH2:8]1)(=[O:3])[CH3:2].[ClH:20].CO. No catalyst specified. The yield is 0.880. The product is [Cl-:20].[C:1]([S:4][CH2:5][CH2:6][CH:7]1[CH2:8][CH2:9][NH2+:10][CH2:11][CH2:12]1)(=[O:3])[CH3:2]. (4) The reactants are [Mg].Br[C:3]1[S:4][CH:5]=[CH:6][CH:7]=1.Br[C:9]1[S:10][C:11]([CH2:14][CH2:15][CH2:16][CH2:17][CH2:18][CH2:19][CH2:20][CH2:21][CH2:22][CH3:23])=[CH:12][CH:13]=1.Cl. The catalyst is C1COCC1. The product is [CH2:14]([C:11]1[S:10][C:9]([C:3]2[S:4][CH:5]=[CH:6][CH:7]=2)=[CH:13][CH:12]=1)[CH2:15][CH2:16][CH2:17][CH2:18][CH2:19][CH2:20][CH2:21][CH2:22][CH3:23]. The yield is 0.991. (5) The reactants are Br[C:2]1[C:8]([C:9]([F:12])([F:11])[F:10])=[CH:7][C:5]([NH2:6])=[C:4]([F:13])[CH:3]=1.[CH3:14][O:15][C:16](=[O:49])[NH:17][C@H:18]([C:22]([N:24]1[CH2:28][CH2:27][CH2:26][C@H:25]1[C:29]1[NH:30][CH:31]=[C:32]([C:34]2[CH:39]=[CH:38][C:37](B3OC(C)(C)C(C)(C)O3)=[CH:36][CH:35]=2)[N:33]=1)=[O:23])[CH:19]([CH3:21])[CH3:20].C1(C)C=CC=CC=1.O.C(=O)([O-])[O-].[K+].[K+]. The catalyst is [Pd].C1(P(C2C=CC=CC=2)C2C=CC=CC=2)C=CC=CC=1.C1(P(C2C=CC=CC=2)C2C=CC=CC=2)C=CC=CC=1.C1(P(C2C=CC=CC=2)C2C=CC=CC=2)C=CC=CC=1.C1(P(C2C=CC=CC=2)C2C=CC=CC=2)C=CC=CC=1. The product is [CH3:14][O:15][C:16](=[O:49])[NH:17][C@H:18]([C:22]([N:24]1[CH2:28][CH2:27][CH2:26][C@H:25]1[C:29]1[NH:30][CH:31]=[C:32]([C:34]2[CH:35]=[CH:36][C:37]([C:2]3[CH:3]=[C:4]([F:13])[C:5]([NH2:6])=[CH:7][C:8]=3[C:9]([F:12])([F:11])[F:10])=[CH:38][CH:39]=2)[N:33]=1)=[O:23])[CH:19]([CH3:21])[CH3:20]. The yield is 0.770. (6) The reactants are C([O:8][C:9]1[CH:21]=[CH:20][C:12]([O:13][C:14]2[CH:19]=[CH:18][N:17]=[CH:16][CH:15]=2)=[CH:11][CH:10]=1)C1C=CC=CC=1.C1COCC1. The catalyst is [Pd].CCO. The product is [N:17]1[CH:16]=[CH:15][C:14]([O:13][C:12]2[CH:20]=[CH:21][C:9]([OH:8])=[CH:10][CH:11]=2)=[CH:19][CH:18]=1. The yield is 0.950. (7) The reactants are C(=O)(O)O.[NH2:5][C:6]([NH2:8])=[NH:7].Cl.[CH2:10]([N:17]1[CH2:22][CH2:21][CH:20]([C:23](OCC)=[O:24])[C:19](=O)[CH2:18]1)[C:11]1[CH:16]=[CH:15][CH:14]=[CH:13][CH:12]=1.Cl. The catalyst is CC(O)(C)C. The product is [NH2:7][C:6]1[N:8]=[C:23]([OH:24])[C:20]2[CH2:21][CH2:22][N:17]([CH2:10][C:11]3[CH:16]=[CH:15][CH:14]=[CH:13][CH:12]=3)[CH2:18][C:19]=2[N:5]=1. The yield is 0.670. (8) The reactants are [CH2:1]([O:8][C:9]([N:11]1[CH2:16][CH2:15][CH2:14][CH:13]([OH:17])[CH2:12]1)=[O:10])[C:2]1[CH:7]=[CH:6][CH:5]=[CH:4][CH:3]=1.[C:18]([O:22][C:23]([N:25]1[CH2:30][CH2:29][N:28]([C:31]2[CH:36]=[CH:35][CH:34]=[CH:33][C:32]=2O)[CH2:27][CH2:26]1)=[O:24])([CH3:21])([CH3:20])[CH3:19].C1(P(C2C=CC=CC=2)C2C=CC=CC=2)C=CC=CC=1.N(C(OC(C)C)=O)=NC(OC(C)C)=O. The catalyst is C1COCC1. The product is [C:18]([O:22][C:23]([N:25]1[CH2:30][CH2:29][N:28]([C:31]2[CH:36]=[CH:35][CH:34]=[CH:33][C:32]=2[O:17][CH:13]2[CH2:14][CH2:15][CH2:16][N:11]([C:9]([O:8][CH2:1][C:2]3[CH:7]=[CH:6][CH:5]=[CH:4][CH:3]=3)=[O:10])[CH2:12]2)[CH2:27][CH2:26]1)=[O:24])([CH3:21])([CH3:19])[CH3:20]. The yield is 0.550. (9) The reactants are [CH2:1]([NH:8][C:9]([C:11]1[S:15][C:14]([NH2:16])=[N:13][C:12]=1[CH3:17])=[O:10])[C:2]1[CH:7]=[CH:6][CH:5]=[CH:4][CH:3]=1.N1C=CC=CC=1.[C:24]1([CH2:30][CH2:31][CH2:32][CH2:33][C:34](Cl)=[O:35])[CH:29]=[CH:28][CH:27]=[CH:26][CH:25]=1. The catalyst is O1CCCC1.ClCCl.CN(C1C=CC=CN=1)C. The product is [CH2:1]([NH:8][C:9]([C:11]1[S:15][C:14]([NH:16][C:34](=[O:35])[CH2:33][CH2:32][CH2:31][CH2:30][C:24]2[CH:29]=[CH:28][CH:27]=[CH:26][CH:25]=2)=[N:13][C:12]=1[CH3:17])=[O:10])[C:2]1[CH:7]=[CH:6][CH:5]=[CH:4][CH:3]=1. The yield is 0.970.